The task is: Predict the reaction yield, written as a fraction of the theoretical maximum amount of product (1.0 means a 100% yield; for example, 0.34 means a 34% yield).. This data is from Reaction yield outcomes from USPTO patents with 853,638 reactions. (1) The reactants are [Br:1][C:2]1[CH:7]=[CH:6][C:5]([C:8]2[CH2:12][C:11]([C:17]3[CH:22]=[C:21]([Cl:23])[CH:20]=[C:19]([Cl:24])[CH:18]=3)([C:13]([F:16])([F:15])[F:14])[O:10][N:9]=2)=[CH:4][C:3]=1[CH3:25].C1C(=O)N([Br:33])C(=O)C1.CC(N=NC(C#N)(C)C)(C#N)C. The catalyst is ClCCCl. The product is [Br:1][C:2]1[CH:7]=[CH:6][C:5]([C:8]2[CH2:12][C:11]([C:17]3[CH:22]=[C:21]([Cl:23])[CH:20]=[C:19]([Cl:24])[CH:18]=3)([C:13]([F:15])([F:14])[F:16])[O:10][N:9]=2)=[CH:4][C:3]=1[CH2:25][Br:33]. The yield is 0.420. (2) The reactants are C[O:2][C:3](=[O:34])[C:4]([C:7]1[CH:12]=[CH:11][C:10]([C:13]#[C:14][C:15]2[CH:24]=[C:23]([O:25][CH3:26])[C:22]3[CH:21]([N:27]([CH:29]4[CH2:31][CH2:30]4)[CH3:28])[CH2:20][CH2:19][C:18]([CH3:33])([CH3:32])[C:17]=3[CH:16]=2)=[CH:9][CH:8]=1)([CH3:6])[CH3:5].[OH-].[K+].Cl. The catalyst is CO.O1CCCC1. The product is [CH:29]1([N:27]([CH3:28])[CH:21]2[CH2:20][CH2:19][C:18]([CH3:32])([CH3:33])[C:17]3[CH:16]=[C:15]([C:14]#[C:13][C:10]4[CH:9]=[CH:8][C:7]([C:4]([CH3:5])([CH3:6])[C:3]([OH:34])=[O:2])=[CH:12][CH:11]=4)[CH:24]=[C:23]([O:25][CH3:26])[C:22]2=3)[CH2:30][CH2:31]1. The yield is 0.650. (3) The reactants are [CH3:1][O:2][C:3]([C@@H:5]1[CH2:10][S:9][CH2:8][CH2:7][NH:6]1)=[O:4].[ClH:11]. The catalyst is CCOCC.C(O)C. The product is [ClH:11].[CH3:1][O:2][C:3]([C@@H:5]1[CH2:10][S:9][CH2:8][CH2:7][NH:6]1)=[O:4]. The yield is 0.972. (4) The reactants are CC(C1C=CC(B2OC(C)(C)C(C)(C)O2)=CC=1)(C)C(OCC)=O.[CH2:24]([N:31]1[CH:35]=[C:34]([CH2:36][CH2:37][C:38]2[CH:43]=[CH:42][C:41]([C:44]3[CH:49]=[CH:48][C:47]([C:50]([CH3:57])([CH3:56])[C:51]([O:53]CC)=[O:52])=[CH:46][CH:45]=3)=[CH:40][CH:39]=2)[N:33]=[N:32]1)[C:25]1[CH:30]=[CH:29][CH:28]=[CH:27][CH:26]=1.O.[OH-].[Li+]. The catalyst is O.O1CCCC1.C(O)C. The product is [CH2:24]([N:31]1[CH:35]=[C:34]([CH2:36][CH2:37][C:38]2[CH:43]=[CH:42][C:41]([C:44]3[CH:45]=[CH:46][C:47]([C:50]([CH3:57])([CH3:56])[C:51]([OH:53])=[O:52])=[CH:48][CH:49]=3)=[CH:40][CH:39]=2)[N:33]=[N:32]1)[C:25]1[CH:30]=[CH:29][CH:28]=[CH:27][CH:26]=1. The yield is 1.00. (5) The reactants are [H-].[Na+].[I-].C[S+](C)C.[N:8]1[C:17]2[C:12](=[CH:13][C:14]([CH2:18][N:19]3[C:23]4=[N:24][C:25]([N:28]5[CH2:32][CH2:31][C:30](=[O:33])[CH2:29]5)=[CH:26][N:27]=[C:22]4[N:21]=[N:20]3)=[CH:15][CH:16]=2)[CH:11]=[CH:10][CH:9]=1.[CH2:34]1COCC1. The catalyst is CS(C)=O. The product is [O:33]1[C:30]2([CH2:31][CH2:32][N:28]([C:25]3[N:24]=[C:23]4[N:19]([CH2:18][C:14]5[CH:13]=[C:12]6[C:17](=[CH:16][CH:15]=5)[N:8]=[CH:9][CH:10]=[CH:11]6)[N:20]=[N:21][C:22]4=[N:27][CH:26]=3)[CH2:29]2)[CH2:34]1. The yield is 0.630. (6) The reactants are Br[C:2]1[CH:12]=[C:11]([C:13]([O:15][CH2:16][CH3:17])=[O:14])[C:10](Br)=[CH:9][C:3]=1[C:4]([O:6][CH2:7][CH3:8])=[O:5].C([Sn](CCCC)(CCCC)[C:24]1[S:25][CH:26]=[CH:27][CH:28]=1)CCC.[F-].[K+]. The catalyst is C1COCC1.Cl[Pd](Cl)([P](C1C=CC=CC=1)(C1C=CC=CC=1)C1C=CC=CC=1)[P](C1C=CC=CC=1)(C1C=CC=CC=1)C1C=CC=CC=1. The product is [S:25]1[CH:26]=[CH:27][CH:28]=[C:24]1[C:2]1[CH:12]=[C:11]([C:13]([O:15][CH2:16][CH3:17])=[O:14])[C:10]([C:26]2[S:25][CH:24]=[CH:28][CH:27]=2)=[CH:9][C:3]=1[C:4]([O:6][CH2:7][CH3:8])=[O:5]. The yield is 0.900. (7) The reactants are [Cl:1][C:2]1[CH:3]=[C:4]([N:9](O)[C:10](=O)[CH3:11])[CH:5]=[C:6]([F:8])[CH:7]=1.C(OC=C)(=O)C.[OH-].[Na+].Cl.C([O-])([O-])=O.[Na+].[Na+]. The catalyst is CCOC(C)=O.[Cl-].[Na+].O.CO. The product is [Cl:1][C:2]1[CH:7]=[C:6]([F:8])[CH:5]=[C:4]2[C:3]=1[CH:11]=[CH:10][NH:9]2. The yield is 0.450. (8) The reactants are [OH:1]/[N:2]=[C:3](\Cl)/[C:4]1[CH:15]=[CH:14][C:7]2[B:8]([OH:13])[O:9][C:10]([CH3:12])([CH3:11])[C:6]=2[CH:5]=1.[Cl:17][C:18]1[CH:23]=[C:22]([C:24]([C:26]([F:29])([F:28])[F:27])=[CH2:25])[CH:21]=[CH:20][C:19]=1[F:30].CC(=O)OCC. The catalyst is CN(C=O)C. The product is [Cl:17][C:18]1[CH:23]=[C:22]([C:24]2([C:26]([F:29])([F:27])[F:28])[O:1][N:2]=[C:3]([C:4]3[CH:15]=[CH:14][C:7]4[B:8]([OH:13])[O:9][C:10]([CH3:12])([CH3:11])[C:6]=4[CH:5]=3)[CH2:25]2)[CH:21]=[CH:20][C:19]=1[F:30]. The yield is 0.306.